Dataset: Full USPTO retrosynthesis dataset with 1.9M reactions from patents (1976-2016). Task: Predict the reactants needed to synthesize the given product. (1) Given the product [CH2:14]([O:21][C:22]([NH:24][CH2:25][C@H:26]([N:30]1[C:31](=[O:33])[C:39]2=[CH:47][CH:46]=[CH:45][CH:44]=[C:40]2[C:41]1=[O:42])[C:27]([OH:29])=[O:28])=[O:23])[C:15]1[CH:16]=[CH:17][CH:18]=[CH:19][CH:20]=1, predict the reactants needed to synthesize it. The reactants are: C1(NC2CCCCC2)CCCCC1.[CH2:14]([O:21][C:22]([NH:24][CH2:25][C@H:26]([NH:30][C:31]([O:33]C(C)(C)C)=O)[C:27]([OH:29])=[O:28])=[O:23])[C:15]1[CH:20]=[CH:19][CH:18]=[CH:17][CH:16]=1.C1(=O)O[C:41](=[O:42])[C:40]2=[CH:44][CH:45]=[CH:46][CH:47]=[C:39]12. (2) Given the product [Cl:1][C:2]1[C:10]([CH3:11])=[C:9]2[C:5]([C:6]([CH2:12][CH2:13][CH2:14][O:15][C:16]3[CH:17]=[C:18]([CH3:24])[C:19]([Cl:23])=[C:20]([CH3:22])[CH:21]=3)=[CH:7][N:8]2[CH2:26][CH2:27][C:28]([OH:30])=[O:29])=[CH:4][CH:3]=1, predict the reactants needed to synthesize it. The reactants are: [Cl:1][C:2]1[C:10]([CH3:11])=[C:9]2[C:5]([C:6]([CH2:12][CH2:13][CH2:14][O:15][C:16]3[CH:21]=[C:20]([CH3:22])[C:19]([Cl:23])=[C:18]([CH3:24])[CH:17]=3)=[CH:7][NH:8]2)=[CH:4][CH:3]=1.Br[CH2:26][CH2:27][C:28]([O:30]CC)=[O:29].C(=O)([O-])[O-].[Cs+].[Cs+].O.CC#N. (3) Given the product [C:1]([Si:5]([CH3:14])([CH3:13])[O:6][CH2:7][CH2:8][CH2:9][CH:10]([O:12][S:23]([CH3:22])(=[O:25])=[O:24])[CH3:11])([CH3:3])([CH3:2])[CH3:4], predict the reactants needed to synthesize it. The reactants are: [C:1]([Si:5]([CH3:14])([CH3:13])[O:6][CH2:7][CH2:8][CH2:9][CH:10]([OH:12])[CH3:11])([CH3:4])([CH3:3])[CH3:2].C(N(CC)CC)C.[CH3:22][S:23](Cl)(=[O:25])=[O:24]. (4) Given the product [C:14]([N:11]1[CH2:12][CH2:13][N:8]([C:6]2[CH:7]=[C:2]([Cl:1])[CH:3]=[CH:4][C:5]=2[CH2:17][N:18]2[CH2:19][CH2:20][N:21]([C:24]([O:25][N:26]3[C:30](=[O:31])[CH2:29][CH2:28][C:27]3=[O:32])=[O:33])[CH2:22][CH2:23]2)[CH2:9][CH2:10]1)(=[O:16])[CH3:15], predict the reactants needed to synthesize it. The reactants are: [Cl:1][C:2]1[CH:3]=[CH:4][C:5]([CH2:17][N:18]2[CH2:23][CH2:22][NH:21][CH2:20][CH2:19]2)=[C:6]([N:8]2[CH2:13][CH2:12][N:11]([C:14](=[O:16])[CH3:15])[CH2:10][CH2:9]2)[CH:7]=1.[C:24](=O)([O:33]N1C(=O)CCC1=O)[O:25][N:26]1[C:30](=[O:31])[CH2:29][CH2:28][C:27]1=[O:32].C(N(CC)CC)C.